Dataset: Full USPTO retrosynthesis dataset with 1.9M reactions from patents (1976-2016). Task: Predict the reactants needed to synthesize the given product. Given the product [NH2:10][C:5]1[CH:4]=[C:3]([CH:9]=[CH:8][C:6]=1[NH2:7])[CH:1]=[CH2:2], predict the reactants needed to synthesize it. The reactants are: [CH:1]([C:3]1[CH:9]=[CH:8][C:6]([NH2:7])=[C:5]([N+:10]([O-])=O)[CH:4]=1)=[CH2:2].O.O.O.O.O.O.O.O.O.[S-2].[Na+].[Na+].C(O)C.